This data is from Forward reaction prediction with 1.9M reactions from USPTO patents (1976-2016). The task is: Predict the product of the given reaction. (1) Given the reactants [NH:1]1[CH2:9][C@H:7]([OH:8])[CH2:6][C@H:2]1[C:3]([OH:5])=[O:4].O1CCCC1.O.[OH-].[Na+].[C:18](O[C:18]([O:20][C:21]([CH3:24])([CH3:23])[CH3:22])=[O:19])([O:20][C:21]([CH3:24])([CH3:23])[CH3:22])=[O:19], predict the reaction product. The product is: [C:21]([O:20][C:18]([N:1]1[CH2:9][C@H:7]([OH:8])[CH2:6][C@H:2]1[C:3]([OH:5])=[O:4])=[O:19])([CH3:24])([CH3:23])[CH3:22]. (2) Given the reactants [CH2:1]([O:8][C:9](=[O:18])[C:10]1[CH:15]=[CH:14][C:13]([CH2:16]Br)=[CH:12][CH:11]=1)[C:2]1[CH:7]=[CH:6][CH:5]=[CH:4][CH:3]=1.[CH2:19]([O:21][C:22](=[O:38])[CH2:23][N:24]=[C:25]([C:32]1[CH:37]=[CH:36][CH:35]=[CH:34][CH:33]=1)[C:26]1[CH:31]=[CH:30][CH:29]=[CH:28][CH:27]=1)[CH3:20].C(=O)([O-])[O-].[K+].[K+], predict the reaction product. The product is: [CH2:1]([O:8][C:9](=[O:18])[C:10]1[CH:15]=[CH:14][C:13]([CH2:16][CH:23]([N:24]=[C:25]([C:32]2[CH:37]=[CH:36][CH:35]=[CH:34][CH:33]=2)[C:26]2[CH:27]=[CH:28][CH:29]=[CH:30][CH:31]=2)[C:22]([O:21][CH2:19][CH3:20])=[O:38])=[CH:12][CH:11]=1)[C:2]1[CH:7]=[CH:6][CH:5]=[CH:4][CH:3]=1. (3) The product is: [OH:39][CH2:38][CH2:37][NH:36][CH:19]1[CH2:20][N:15]([C:13]([C:4]2[S:3][C:2]([CH3:1])=[N:6][C:5]=2[C:7]2[CH:12]=[CH:11][CH:10]=[CH:9][CH:8]=2)=[O:14])[CH:16]([CH2:22][NH:23][C:24]([C:26]2[CH:27]=[CH:28][CH:29]=[C:30]3[C:35]=2[N:34]=[CH:33][CH:32]=[CH:31]3)=[O:25])[CH2:17][CH2:18]1. Given the reactants [CH3:1][C:2]1[S:3][C:4]([C:13]([N:15]2[CH2:20][C:19](=O)[CH2:18][CH2:17][CH:16]2[CH2:22][NH:23][C:24]([C:26]2[CH:27]=[CH:28][CH:29]=[C:30]3[C:35]=2[N:34]=[CH:33][CH:32]=[CH:31]3)=[O:25])=[O:14])=[C:5]([C:7]2[CH:12]=[CH:11][CH:10]=[CH:9][CH:8]=2)[N:6]=1.[NH2:36][CH2:37][CH2:38][OH:39], predict the reaction product. (4) Given the reactants [CH2:1]([OH:19])[CH2:2][CH2:3][CH2:4][CH2:5][CH2:6][CH2:7][CH2:8]/[CH:9]=[CH:10]\[CH2:11][CH2:12][CH2:13][CH2:14][CH2:15][CH2:16][CH2:17][CH3:18].[Cl:20][C:21](Cl)([O:23]C(=O)OC(Cl)(Cl)Cl)Cl.N1C=CC=CC=1, predict the reaction product. The product is: [Cl:20][C:21]([O:19][CH2:1][CH2:2][CH2:3][CH2:4][CH2:5][CH2:6][CH2:7][CH2:8]/[CH:9]=[CH:10]\[CH2:11][CH2:12][CH2:13][CH2:14][CH2:15][CH2:16][CH2:17][CH3:18])=[O:23]. (5) Given the reactants [NH2:1][C:2]1[N:10]=[C:9]2[C:5]([N:6]=[CH:7][N:8]2[CH2:11][CH2:12][CH:13]([CH2:16][OH:17])[CH2:14][OH:15])=[C:4](Cl)[N:3]=1.C(OCC)(=O)C.C(O)C.[H][H], predict the reaction product. The product is: [NH2:1][C:2]1[N:10]=[C:9]2[C:5]([N:6]=[CH:7][N:8]2[CH2:11][CH2:12][CH:13]([CH2:16][OH:17])[CH2:14][OH:15])=[CH:4][N:3]=1.